This data is from Catalyst prediction with 721,799 reactions and 888 catalyst types from USPTO. The task is: Predict which catalyst facilitates the given reaction. The catalyst class is: 5. Reactant: [CH3:1][N:2]([CH2:4][C:5]1[CH:10]=[CH:9][C:8]([CH:11]2[CH:20]([C:21]3[CH:26]=[CH:25][C:24]([O:27][CH3:28])=[CH:23][CH:22]=3)[C:19](=O)[C:18]3[C:17]([C:30](OCC)=[O:31])=[CH:16][CH:15]=[CH:14][C:13]=3[NH:12]2)=[CH:7][CH:6]=1)[CH3:3].O.[NH2:36][NH2:37]. Product: [CH3:3][N:2]([CH2:4][C:5]1[CH:10]=[CH:9][C:8]([CH:11]2[NH:12][C:13]3[C:18]4[C:19](=[N:36][NH:37][C:30](=[O:31])[C:17]=4[CH:16]=[CH:15][CH:14]=3)[CH:20]2[C:21]2[CH:22]=[CH:23][C:24]([O:27][CH3:28])=[CH:25][CH:26]=2)=[CH:7][CH:6]=1)[CH3:1].